From a dataset of Orexin1 receptor HTS with 218,158 compounds and 233 confirmed actives. Binary Classification. Given a drug SMILES string, predict its activity (active/inactive) in a high-throughput screening assay against a specified biological target. (1) The compound is S(=O)(=O)(N)c1ccc(N\C=C2\C(=O)N(C(=S)N(CC)C2=O)CC)cc1. The result is 0 (inactive). (2) The drug is S1CCn2c1nc(c2)c1ccc(OC(=O)c2ccccc2)cc1. The result is 0 (inactive). (3) The result is 0 (inactive). The molecule is O1CCN(CC1)CCOC(=O)Nc1c(cc(cc1C)C)C. (4) The drug is S(CC(=O)c1[nH]c(c(c1C)C(OCC)=O)C)c1ccccc1. The result is 0 (inactive). (5) The molecule is O(C(=O)C1(CCN(CC1)Cc1c(OC)cccc1)CCOc1ccccc1)CC. The result is 0 (inactive). (6) The drug is O(c1c(c[n+]([O-])cc1C)C)c1ccccc1. The result is 0 (inactive).